Dataset: Forward reaction prediction with 1.9M reactions from USPTO patents (1976-2016). Task: Predict the product of the given reaction. (1) The product is: [CH2:14]([N:4]([CH2:3][CH2:2][OH:1])[C:5]1[CH:10]=[CH:9][CH:8]=[C:7]([Cl:11])[CH:6]=1)[CH3:15]. Given the reactants [OH:1][CH2:2][CH2:3][NH:4][C:5]1[CH:10]=[CH:9][CH:8]=[C:7]([Cl:11])[CH:6]=1.[O-2].[Mg+2].[CH2:14](Br)[CH3:15].O, predict the reaction product. (2) Given the reactants [CH3:1][C:2]1[O:6][N:5]=[C:4]([C:7]2[CH:12]=[CH:11][CH:10]=[CH:9][CH:8]=2)[C:3]=1[CH2:13][OH:14].[CH3:15][N:16]1[CH2:21][CH:20]=[C:19]([C:22]2[CH:27]=[CH:26][NH:25][C:24](=O)[CH:23]=2)[CH2:18][CH2:17]1, predict the reaction product. The product is: [CH3:15][N:16]1[CH2:17][CH:18]=[C:19]([C:22]2[CH:27]=[CH:26][N:25]=[C:24]([O:14][CH2:13][C:3]3[C:4]([C:7]4[CH:12]=[CH:11][CH:10]=[CH:9][CH:8]=4)=[N:5][O:6][C:2]=3[CH3:1])[CH:23]=2)[CH2:20][CH2:21]1. (3) Given the reactants Br[CH2:2][C:3]1[N:7]([CH3:8])[N:6]([CH:9]2[CH2:14][CH2:13][CH2:12][CH2:11][CH2:10]2)[C:5](=[O:15])[C:4]=1[Cl:16].[C:17]1([C:23]2([C:29](=[O:32])[CH2:30][CH3:31])[CH2:28][CH2:27][NH:26][CH2:25][CH2:24]2)[CH:22]=[CH:21][CH:20]=[CH:19][CH:18]=1.C(=O)([O-])[O-].[K+].[K+], predict the reaction product. The product is: [Cl:16][C:4]1[C:5](=[O:15])[N:6]([CH:9]2[CH2:14][CH2:13][CH2:12][CH2:11][CH2:10]2)[N:7]([CH3:8])[C:3]=1[CH2:2][N:26]1[CH2:25][CH2:24][C:23]([C:17]2[CH:18]=[CH:19][CH:20]=[CH:21][CH:22]=2)([C:29](=[O:32])[CH2:30][CH3:31])[CH2:28][CH2:27]1. (4) Given the reactants [F:1][C:2]1[CH:7]=[CH:6][C:5]([CH2:8][CH2:9][N:10]2[CH2:15][CH2:14][CH2:13][CH:12]([CH2:16][NH2:17])[CH2:11]2)=[CH:4][CH:3]=1.C1([O:24][C:25](=O)[NH:26][C:27]2[S:28][C:29]([C:33](=[O:35])[CH3:34])=[C:30]([CH3:32])[N:31]=2)C=CC=CC=1.C(N(CC)CC)C, predict the reaction product. The product is: [C:33]([C:29]1[S:28][C:27]([NH:26][C:25]([NH:17][CH2:16][CH:12]2[CH2:13][CH2:14][CH2:15][N:10]([CH2:9][CH2:8][C:5]3[CH:6]=[CH:7][C:2]([F:1])=[CH:3][CH:4]=3)[CH2:11]2)=[O:24])=[N:31][C:30]=1[CH3:32])(=[O:35])[CH3:34]. (5) Given the reactants [C:1]([C:3]1[CH:4]=[C:5]([N:9]2[CH2:15][CH2:14][CH2:13][N:12](C([O:18][C:19]([CH3:22])(C)C)=O)[CH2:11][CH2:10]2)[CH:6]=[N:7][CH:8]=1)#[CH:2].F[C:24](F)(F)[C:25]([OH:27])=[O:26].[OH-:30].[Na+], predict the reaction product. The product is: [NH3:7].[C:25]([OH:27])(=[O:26])/[CH:24]=[CH:22]/[C:19]([OH:18])=[O:30].[C:1]([C:3]1[CH:4]=[C:5]([N:9]2[CH2:15][CH2:14][CH2:13][NH:12][CH2:11][CH2:10]2)[CH:6]=[N:7][CH:8]=1)#[CH:2]. (6) Given the reactants [F:1][C:2]([F:12])([F:11])[O:3][C:4]1[CH:5]=[C:6]([CH:8]=[CH:9][CH:10]=1)[NH2:7].Br[CH2:14][C:15]#[N:16].[I-].[Na+].C(=O)([O-])[O-].[Na+].[Na+], predict the reaction product. The product is: [F:1][C:2]([F:11])([F:12])[O:3][C:4]1[CH:5]=[C:6]([NH:7][CH2:14][C:15]#[N:16])[CH:8]=[CH:9][CH:10]=1.